From a dataset of Forward reaction prediction with 1.9M reactions from USPTO patents (1976-2016). Predict the product of the given reaction. (1) Given the reactants [CH3:1][S:2]([O:5][C:6]1[C:14]([O:15][CH3:16])=[CH:13][C:12]([C:17]2[N:18]([C:28]([O:30][C:31]([CH3:34])([CH3:33])[CH3:32])=[O:29])[C:19]3[C:24]([CH:25]=2)=[C:23]([CH:26]=O)[CH:22]=[CH:21][CH:20]=3)=[C:11]2[C:7]=1[CH2:8][NH:9][C:10]2=[O:35])(=[O:4])=[O:3].[NH:36]1[CH2:40][CH2:39][CH2:38][CH2:37]1.C(O)(=O)C.C(O[BH-](OC(=O)C)OC(=O)C)(=O)C.[Na+], predict the reaction product. The product is: [CH3:1][S:2]([O:5][C:6]1[C:14]([O:15][CH3:16])=[CH:13][C:12]([C:17]2[N:18]([C:28]([O:30][C:31]([CH3:33])([CH3:34])[CH3:32])=[O:29])[C:19]3[C:24]([CH:25]=2)=[C:23]([CH2:26][N:36]2[CH2:40][CH2:39][CH2:38][CH2:37]2)[CH:22]=[CH:21][CH:20]=3)=[C:11]2[C:7]=1[CH2:8][NH:9][C:10]2=[O:35])(=[O:4])=[O:3]. (2) The product is: [Cl:22][CH2:23][C:24]([N:11]1[CH2:12][CH2:13][N:8]([C:5]2[CH:4]=[CH:3][C:2]([Cl:1])=[CH:7][CH:6]=2)[CH2:9][C@@H:10]1[CH3:14])=[O:25]. Given the reactants [Cl:1][C:2]1[CH:7]=[CH:6][C:5]([N:8]2[CH2:13][CH2:12][NH:11][C@@H:10]([CH3:14])[CH2:9]2)=[CH:4][CH:3]=1.CCN(CC)CC.[Cl:22][CH2:23][C:24](Cl)=[O:25], predict the reaction product.